Task: Predict the reactants needed to synthesize the given product.. Dataset: Full USPTO retrosynthesis dataset with 1.9M reactions from patents (1976-2016) (1) Given the product [OH:1][C@@H:2]1[C@@H:7]([N:8]2[C:17](=[O:18])[C:16]3[C:11](=[C:12]4[CH:35]=[CH:34][CH:33]=[CH:32][C:13]4=[C:14]([CH2:19][C:20]4[CH:21]=[N:22][C:23]([C:26]([CH3:27])=[CH2:30])=[CH:24][CH:25]=4)[CH:15]=3)[N:10]=[CH:9]2)[CH2:6][CH2:5][O:4][CH2:3]1, predict the reactants needed to synthesize it. The reactants are: [OH:1][C@@H:2]1[C@@H:7]([N:8]2[C:17](=[O:18])[C:16]3[C:11](=[C:12]4[CH:35]=[CH:34][CH:33]=[CH:32][C:13]4=[C:14]([CH2:19][C:20]4[CH:21]=[N:22][C:23]([C:26]5[CH:27]=NN(C)[CH:30]=5)=[CH:24][CH:25]=4)[CH:15]=3)[N:10]=[CH:9]2)[CH2:6][CH2:5][O:4][CH2:3]1.CN1C=C(B2OC(C)(C)C(C)(C)O2)C=N1. (2) Given the product [CH3:1][C:2]1[CH:3]=[C:4]([NH:8][S:17]([C:20]2[CH:29]=[CH:28][CH:27]=[CH:26][C:21]=2[C:22]([O:24][CH3:25])=[O:23])(=[O:19])=[O:18])[CH:5]=[N:6][CH:7]=1, predict the reactants needed to synthesize it. The reactants are: [CH3:1][C:2]1[CH:3]=[C:4]([NH2:8])[CH:5]=[N:6][CH:7]=1.C(N(CC)CC)C.Cl[S:17]([C:20]1[CH:29]=[CH:28][CH:27]=[CH:26][C:21]=1[C:22]([O:24][CH3:25])=[O:23])(=[O:19])=[O:18]. (3) Given the product [Cl:39][C:34]1[CH:33]=[C:32]([CH:37]=[CH:36][C:35]=1[Cl:38])[CH2:31][N:29]([CH3:30])[CH2:28][CH2:27][CH2:26][NH:25][C:23](=[O:24])[CH2:22][S:12][C:10]1[S:9][C:7]2[C:6]([N:11]=1)=[CH:5][CH:4]=[C:3]([N:2]([CH3:13])[CH3:1])[N:8]=2, predict the reactants needed to synthesize it. The reactants are: [CH3:1][N:2]([CH3:13])[C:3]1[N:8]=[C:7]2[S:9][C:10]([SH:12])=[N:11][C:6]2=[CH:5][CH:4]=1.C(=O)([O-])[O-].[K+].[K+].Br.Br[CH2:22][C:23]([NH:25][CH2:26][CH2:27][CH2:28][N:29]([CH2:31][C:32]1[CH:37]=[CH:36][C:35]([Cl:38])=[C:34]([Cl:39])[CH:33]=1)[CH3:30])=[O:24]. (4) Given the product [Cl:3][CH2:20][C:17]1[CH:18]=[CH:19][C:14]([CH2:13][C:9]2[C:8]([NH:23][CH2:24][CH2:25][CH2:26][CH2:27][CH3:28])=[N:7][C:6]([NH2:5])=[N:11][C:10]=2[CH3:12])=[C:15]([F:22])[CH:16]=1, predict the reactants needed to synthesize it. The reactants are: S(Cl)([Cl:3])=O.[NH2:5][C:6]1[N:11]=[C:10]([CH3:12])[C:9]([CH2:13][C:14]2[CH:19]=[CH:18][C:17]([CH2:20]O)=[CH:16][C:15]=2[F:22])=[C:8]([NH:23][CH2:24][CH2:25][CH2:26][CH2:27][CH3:28])[N:7]=1. (5) Given the product [Cl:1][C:2]1[CH:7]=[CH:6][C:5]([O:8][CH3:9])=[CH:4][C:3]=1[N:10]([CH:11]([C:13]1[CH:14]=[N:15][C:16]([Cl:19])=[N:17][CH:18]=1)[CH3:12])[C:28]([NH:27][C:21]1[CH:26]=[CH:25][CH:24]=[CH:23][CH:22]=1)=[O:29], predict the reactants needed to synthesize it. The reactants are: [Cl:1][C:2]1[CH:7]=[CH:6][C:5]([O:8][CH3:9])=[CH:4][C:3]=1[NH:10][CH:11]([C:13]1[C:14](Cl)=[N:15][C:16]([Cl:19])=[N:17][CH:18]=1)[CH3:12].[C:21]1([N:27]=[C:28]=[O:29])[CH:26]=[CH:25][CH:24]=[CH:23][CH:22]=1.[N-]=C=O. (6) Given the product [C:8]1([C:5]2[N:4]=[N:3][C:2]([N:20]3[CH2:19][C@@H:18]4[CH2:14][N:15]([C:22]([O:24][C:25]([CH3:28])([CH3:27])[CH3:26])=[O:23])[CH2:16][C@@H:17]4[CH2:21]3)=[CH:7][CH:6]=2)[CH:13]=[CH:12][CH:11]=[CH:10][CH:9]=1, predict the reactants needed to synthesize it. The reactants are: Cl[C:2]1[N:3]=[N:4][C:5]([C:8]2[CH:13]=[CH:12][CH:11]=[CH:10][CH:9]=2)=[CH:6][CH:7]=1.[CH2:14]1[C@@H:18]2[CH2:19][NH:20][CH2:21][C@@H:17]2[CH2:16][N:15]1[C:22]([O:24][C:25]([CH3:28])([CH3:27])[CH3:26])=[O:23].C(N(C(C)C)CC)(C)C.O. (7) Given the product [C:1]([O:4][CH2:5][C:6]1[CH:11]=[C:10]([N:12]([C:13]2[CH:18]=[CH:17][C:16]([C:19]#[N:20])=[CH:15][CH:14]=2)[CH3:23])[CH:9]=[CH:8][C:7]=1[Br:21])(=[O:3])[CH3:2], predict the reactants needed to synthesize it. The reactants are: [C:1]([O:4][CH2:5][C:6]1[CH:11]=[C:10]([NH:12][C:13]2[CH:18]=[CH:17][C:16]([C:19]#[N:20])=[CH:15][CH:14]=2)[CH:9]=[CH:8][C:7]=1[Br:21])(=[O:3])[CH3:2].I[CH3:23].[H-].[Na+].O.